This data is from Reaction yield outcomes from USPTO patents with 853,638 reactions. The task is: Predict the reaction yield, written as a fraction of the theoretical maximum amount of product (1.0 means a 100% yield; for example, 0.34 means a 34% yield). (1) The reactants are [F:1][C:2]1[CH:10]=[CH:9][C:5]([C:6]([OH:8])=[O:7])=[CH:4][C:3]=1[O:11][CH3:12].[Br:13]Br.C([O-])(=O)C.[Na+]. The catalyst is CC(O)=O. The product is [Br:13][C:9]1[CH:10]=[C:2]([F:1])[C:3]([O:11][CH3:12])=[CH:4][C:5]=1[C:6]([OH:8])=[O:7]. The yield is 0.670. (2) The yield is 0.740. The catalyst is [Pd].C1(P(C2C=CC=CC=2)C2C=CC=CC=2)C=CC=CC=1.C1(P(C2C=CC=CC=2)C2C=CC=CC=2)C=CC=CC=1.C1(P(C2C=CC=CC=2)C2C=CC=CC=2)C=CC=CC=1.C1(P(C2C=CC=CC=2)C2C=CC=CC=2)C=CC=CC=1. The reactants are Br[C:2]1[S:6][C:5]([C:7]([N:9]([C:11]2[CH:16]=[CH:15][CH:14]=[C:13]([O:17][CH3:18])[CH:12]=2)[CH3:10])=[O:8])=[CH:4][CH:3]=1.[CH3:19][O:20][C:21]1[CH:26]=[C:25]([O:27][CH3:28])[CH:24]=[CH:23][C:22]=1B(O)O. The product is [CH3:19][O:20][C:21]1[CH:26]=[C:25]([O:27][CH3:28])[CH:24]=[CH:23][C:22]=1[C:2]1[S:6][C:5]([C:7]([N:9]([C:11]2[CH:16]=[CH:15][CH:14]=[C:13]([O:17][CH3:18])[CH:12]=2)[CH3:10])=[O:8])=[CH:4][CH:3]=1.